From a dataset of Catalyst prediction with 721,799 reactions and 888 catalyst types from USPTO. Predict which catalyst facilitates the given reaction. (1) Reactant: [CH2:1]([NH:8][CH:9]1[CH2:14][CH2:13][CH2:12][CH2:11][CH:10]1O)[C:2]1[CH:7]=[CH:6][CH:5]=[CH:4][CH:3]=1.N(C(OCC)=O)=NC(OCC)=O.C1C=CC(P(C2C=CC=CC=2)C2C=CC=CC=2)=CC=1. Product: [CH2:1]([N:8]1[CH:14]2[CH:9]1[CH2:10][CH2:11][CH2:12][CH2:13]2)[C:2]1[CH:7]=[CH:6][CH:5]=[CH:4][CH:3]=1. The catalyst class is: 28. (2) Reactant: Cl.[CH3:2][CH:3]1[CH:8]([C:9]([N:11]2[CH2:15][CH2:14][CH2:13][CH2:12]2)=[O:10])[CH2:7][CH2:6][NH:5][CH2:4]1.C(=O)([O-])[O-].[K+].[K+].[C:22]1([N:28]2[CH:32]=[C:31]([C:33]([NH:35][CH2:36][CH2:37][NH:38][C:39](=O)[O:40]C3C=CC=CC=3)=[O:34])[C:30]([C:48]([F:51])([F:50])[F:49])=[N:29]2)[CH:27]=[CH:26][CH:25]=[CH:24][CH:23]=1. Product: [CH3:2][CH:3]1[CH:8]([C:9]([N:11]2[CH2:15][CH2:14][CH2:13][CH2:12]2)=[O:10])[CH2:7][CH2:6][N:5]([C:39]([NH:38][CH2:37][CH2:36][NH:35][C:33]([C:31]2[C:30]([C:48]([F:49])([F:50])[F:51])=[N:29][N:28]([C:22]3[CH:23]=[CH:24][CH:25]=[CH:26][CH:27]=3)[CH:32]=2)=[O:34])=[O:40])[CH2:4]1. The catalyst class is: 14. (3) Product: [C:59]([OH:65])([C:61]([F:64])([F:63])[F:62])=[O:60].[OH2:4].[Cl:53][C:50]1[CH:49]=[CH:48][C:47]([C@@H:45]([NH:44][C:42](=[O:43])/[CH:41]=[CH:40]/[C@:23]23[CH2:35][C:34](=[O:36])[C:33]([CH:37]([CH3:39])[CH3:38])=[C:24]2[C@@H:25]2[C@@:20]([CH3:54])([CH2:21][CH2:22]3)[C@@:19]3([CH3:55])[C@@H:28]([C@:29]4([CH3:32])[C@@H:16]([CH2:17][CH2:18]3)[C:15]([CH3:56])([CH3:57])[C@@H:14]([O:13][C:11](=[O:12])[CH2:10][C:2]([CH3:1])([CH3:58])[C:3]([OH:5])=[O:4])[CH2:31][CH2:30]4)[CH2:27][CH2:26]2)[CH3:46])=[CH:52][CH:51]=1. Reactant: [CH3:1][C:2]([CH3:58])([CH2:10][C:11]([O:13][C@H:14]1[CH2:31][CH2:30][C@@:29]2([CH3:32])[C@@H:16]([CH2:17][CH2:18][C@:19]3([CH3:55])[C@@H:28]2[CH2:27][CH2:26][C@H:25]2[C@@:20]3([CH3:54])[CH2:21][CH2:22][C@@:23]3(/[CH:40]=[CH:41]/[C:42]([NH:44][C@H:45]([C:47]4[CH:52]=[CH:51][C:50]([Cl:53])=[CH:49][CH:48]=4)[CH3:46])=[O:43])[CH2:35][C:34](=[O:36])[C:33]([CH:37]([CH3:39])[CH3:38])=[C:24]32)[C:15]1([CH3:57])[CH3:56])=[O:12])[C:3]([O:5]C(C)(C)C)=[O:4].[C:59]([OH:65])([C:61]([F:64])([F:63])[F:62])=[O:60].CC#N. The catalyst class is: 4. (4) Reactant: [Cl:1][CH:2]=[C:3]([C:15]1[N:20]=[CH:19][CH:18]=[CH:17][N:16]=1)[O:4][Si](C(C)C)(C(C)C)C(C)C.C(=O)(O)[O-].[Na+]. Product: [Cl:1][CH2:2][C:3]([C:15]1[N:20]=[CH:19][CH:18]=[CH:17][N:16]=1)=[O:4]. The catalyst class is: 10. (5) Reactant: FC(F)(F)S(O[C:7]1[C:12]([N+:13]([O-:15])=[O:14])=[CH:11][C:10]([CH:16]=[O:17])=[CH:9][C:8]=1[O:18][CH2:19][CH3:20])(=O)=O.[I-:23].[Na+].CCOC(C)=O. Product: [CH2:19]([O:18][C:8]1[CH:9]=[C:10]([CH:11]=[C:12]([N+:13]([O-:15])=[O:14])[C:7]=1[I:23])[CH:16]=[O:17])[CH3:20]. The catalyst class is: 16. (6) Reactant: [O:1]=[C:2]1[C:11]2[CH:10]=[C:9]([O:12][S:13]([C:16]([F:19])([F:18])[F:17])(=[O:15])=[O:14])[CH:8]=[C:7]([O:20]S(C(F)(F)F)(=O)=O)[C:6]=2[CH2:5][CH2:4][CH2:3]1.C(=O)([O-])[O-].[Cs+].[Cs+].C(COC)OC. Product: [OH:20][C:7]1[C:6]2[CH2:5][CH2:4][CH2:3][C:2](=[O:1])[C:11]=2[CH:10]=[C:9]([O:12][S:13]([C:16]([F:19])([F:17])[F:18])(=[O:15])=[O:14])[CH:8]=1. The catalyst class is: 775. (7) Reactant: Cl[C:2]1[N:7]=[C:6]([N:8]([C:10]2[CH:15]=[CH:14][C:13]([O:16][CH3:17])=[CH:12][CH:11]=2)[CH3:9])[C:5]2[CH2:18][CH2:19][CH2:20][C:4]=2[N:3]=1.[CH2:21]([N:23](C(C)C)C(C)C)C.CN. Product: [CH3:17][O:16][C:13]1[CH:14]=[CH:15][C:10]([N:8]([CH3:9])[C:6]2[C:5]3[CH2:18][CH2:19][CH2:20][C:4]=3[N:3]=[C:2]([NH:23][CH3:21])[N:7]=2)=[CH:11][CH:12]=1. The catalyst class is: 32. (8) Reactant: [NH:1]1[CH:5]=[N:4][CH:3]=[N:2]1.[H-].[Na+].F[C:9]1[CH:14]=[CH:13][C:12]([C:15]([C:17]2[CH:22]=[CH:21][C:20]([N+:23]([O-:25])=[O:24])=[CH:19][CH:18]=2)=[O:16])=[CH:11][CH:10]=1.O. Product: [N+:23]([C:20]1[CH:19]=[CH:18][C:17]([C:15]([C:12]2[CH:11]=[CH:10][C:9]([N:1]3[CH:5]=[N:4][CH:3]=[N:2]3)=[CH:14][CH:13]=2)=[O:16])=[CH:22][CH:21]=1)([O-:25])=[O:24]. The catalyst class is: 174.